From a dataset of NCI-60 drug combinations with 297,098 pairs across 59 cell lines. Regression. Given two drug SMILES strings and cell line genomic features, predict the synergy score measuring deviation from expected non-interaction effect. (1) Drug 1: CCC(=C(C1=CC=CC=C1)C2=CC=C(C=C2)OCCN(C)C)C3=CC=CC=C3.C(C(=O)O)C(CC(=O)O)(C(=O)O)O. Drug 2: CCN(CC)CCCC(C)NC1=C2C=C(C=CC2=NC3=C1C=CC(=C3)Cl)OC. Cell line: COLO 205. Synergy scores: CSS=18.4, Synergy_ZIP=-5.50, Synergy_Bliss=0.484, Synergy_Loewe=-18.4, Synergy_HSA=-1.09. (2) Drug 1: CC1C(C(CC(O1)OC2CC(OC(C2O)C)OC3=CC4=CC5=C(C(=O)C(C(C5)C(C(=O)C(C(C)O)O)OC)OC6CC(C(C(O6)C)O)OC7CC(C(C(O7)C)O)OC8CC(C(C(O8)C)O)(C)O)C(=C4C(=C3C)O)O)O)O. Drug 2: B(C(CC(C)C)NC(=O)C(CC1=CC=CC=C1)NC(=O)C2=NC=CN=C2)(O)O. Cell line: NCIH23. Synergy scores: CSS=44.8, Synergy_ZIP=1.03, Synergy_Bliss=1.54, Synergy_Loewe=-13.0, Synergy_HSA=1.12. (3) Drug 1: CC1=CC=C(C=C1)C2=CC(=NN2C3=CC=C(C=C3)S(=O)(=O)N)C(F)(F)F. Drug 2: C(CN)CNCCSP(=O)(O)O. Cell line: SK-MEL-28. Synergy scores: CSS=-7.58, Synergy_ZIP=3.52, Synergy_Bliss=-1.12, Synergy_Loewe=-4.80, Synergy_HSA=-6.09. (4) Drug 2: CC1=C(C(=O)C2=C(C1=O)N3CC4C(C3(C2COC(=O)N)OC)N4)N. Cell line: UACC62. Drug 1: C1=CC(=CC=C1C#N)C(C2=CC=C(C=C2)C#N)N3C=NC=N3. Synergy scores: CSS=31.7, Synergy_ZIP=1.03, Synergy_Bliss=1.53, Synergy_Loewe=-12.8, Synergy_HSA=2.10. (5) Drug 1: CCC1=CC2CC(C3=C(CN(C2)C1)C4=CC=CC=C4N3)(C5=C(C=C6C(=C5)C78CCN9C7C(C=CC9)(C(C(C8N6C)(C(=O)OC)O)OC(=O)C)CC)OC)C(=O)OC.C(C(C(=O)O)O)(C(=O)O)O. Drug 2: CC1=C(C(=O)C2=C(C1=O)N3CC4C(C3(C2COC(=O)N)OC)N4)N. Cell line: PC-3. Synergy scores: CSS=30.5, Synergy_ZIP=-2.22, Synergy_Bliss=-2.68, Synergy_Loewe=-0.931, Synergy_HSA=1.50. (6) Drug 1: CCC1(CC2CC(C3=C(CCN(C2)C1)C4=CC=CC=C4N3)(C5=C(C=C6C(=C5)C78CCN9C7C(C=CC9)(C(C(C8N6C=O)(C(=O)OC)O)OC(=O)C)CC)OC)C(=O)OC)O.OS(=O)(=O)O. Drug 2: CC1=C(C(=O)C2=C(C1=O)N3CC4C(C3(C2COC(=O)N)OC)N4)N. Cell line: NCI-H522. Synergy scores: CSS=38.7, Synergy_ZIP=-0.767, Synergy_Bliss=-0.842, Synergy_Loewe=-4.30, Synergy_HSA=0.649.